From a dataset of CYP2C9 inhibition data for predicting drug metabolism from PubChem BioAssay. Regression/Classification. Given a drug SMILES string, predict its absorption, distribution, metabolism, or excretion properties. Task type varies by dataset: regression for continuous measurements (e.g., permeability, clearance, half-life) or binary classification for categorical outcomes (e.g., BBB penetration, CYP inhibition). Dataset: cyp2c9_veith. (1) The result is 0 (non-inhibitor). The molecule is Cc1cnc(CNc2ncncc2-c2cccc(NS(C)(=O)=O)c2)cn1. (2) The result is 0 (non-inhibitor). The compound is CNc1c2c(nn1C)CCCC2. (3) The drug is CCNC(=O)N1CCN(CCCC(c2ccc(F)cc2)c2ccc(F)cc2)CC1. The result is 0 (non-inhibitor). (4) The molecule is CC(C)(C)c1ccc(CN2CCN([C@H](c3ccccc3)c3ccc(Cl)cc3)CC2)cc1. The result is 0 (non-inhibitor). (5) The molecule is CCOC(=O)C1=C(C)N=C2c3ccccc3C(=O)C2C1c1ccc(Cl)cc1. The result is 1 (inhibitor). (6) The molecule is Cc1cc(C)nc(Nc2n[nH]c(COc3ccc4ccccc4c3)n2)n1. The result is 0 (non-inhibitor). (7) The molecule is CC(=O)N1CCN(S(=O)(=O)c2ccccc2)C1c1ccccc1. The result is 0 (non-inhibitor). (8) The result is 0 (non-inhibitor). The molecule is O=C(Cc1ccc(Cl)c(Cl)c1)N1CCCC[C@H]1CN1CCCC1. (9) The compound is CN(C)c1ncnc2ccc(-c3cccc(C#N)c3)cc12. The result is 0 (non-inhibitor). (10) The drug is CC1CCN(C(=O)CN(C)S(=O)(=O)c2cccc3nsnc23)CC1. The result is 0 (non-inhibitor).